This data is from Antibody developability classification from SAbDab with 2,409 antibodies. The task is: Regression/Classification. Given an antibody's heavy chain and light chain sequences, predict its developability. TAP uses regression for 5 developability metrics; SAbDab uses binary classification. (1) The antibody is ['RAHLVQSGTAMKKPGASVRVSCQTSGYTFTAHILFWFRQAPGRGLEWVGWIKPQYGAVNFGGGFRDRVTLTRDVYREIAYMDIRGLKPDDTAVYYCARDRSYGDSSWALDAWGQGTTVVVSA', 'YIHVTQSPSSLSVSIGDRVTINCQTSQGVGSDLHWYQHKPGRAPKLLIHHTSSVEDGVPSRFSGSGFHTSFNLTISDLQADDIATYYCQVLQFFGRGSRLHIK']. Result: 1 (developable). (2) The antibody is ['4xbe', '4wy7_L']. Result: 0 (not developable).